From a dataset of Reaction yield outcomes from USPTO patents with 853,638 reactions. Predict the reaction yield, written as a fraction of the theoretical maximum amount of product (1.0 means a 100% yield; for example, 0.34 means a 34% yield). (1) The yield is 0.240. No catalyst specified. The product is [CH2:6]([N:9]([CH2:10][CH2:11][O:12][C:13]1[CH:22]=[CH:21][CH:20]=[C:19]2[C:14]=1[C:15]([NH:23][C:24]1[CH:29]=[CH:28][C:27]([O:30][CH2:31][C:32]3[CH:37]=[CH:36][CH:35]=[CH:34][N:33]=3)=[C:26]([Cl:38])[CH:25]=1)=[N:16][CH:17]=[N:18]2)[C:1](=[O:5])[CH2:2][OH:3])[CH:7]=[CH2:8]. The reactants are [C:1]([OH:5])(=O)[CH2:2][OH:3].[CH2:6]([NH:9][CH2:10][CH2:11][O:12][C:13]1[CH:22]=[CH:21][CH:20]=[C:19]2[C:14]=1[C:15]([NH:23][C:24]1[CH:29]=[CH:28][C:27]([O:30][CH2:31][C:32]3[CH:37]=[CH:36][CH:35]=[CH:34][N:33]=3)=[C:26]([Cl:38])[CH:25]=1)=[N:16][CH:17]=[N:18]2)[CH:7]=[CH2:8]. (2) The reactants are [Br:1][C:2]1[CH:10]=[CH:9][C:8]([CH3:11])=[CH:7][C:3]=1[C:4]([OH:6])=[O:5].[C:12](Cl)(=O)C(Cl)=O.CO.C([O-])([O-])=O.[Na+].[Na+]. The catalyst is C(Cl)Cl.CN(C=O)C. The product is [Br:1][C:2]1[CH:10]=[CH:9][C:8]([CH3:11])=[CH:7][C:3]=1[C:4]([O:6][CH3:12])=[O:5]. The yield is 0.920. (3) The reactants are [NH2:1][C:2]1[NH:7][C:6](=[O:8])[C:5]([CH2:9][NH2:10])=[N:4][N:3]=1.O.C([O-])(O)=O.[Na+].O=C1CCC(=O)N1[O:24][C:25]([C@H:27]1[CH2:32][CH2:31][C@H:30]([C:33]([O:35][CH3:36])=[O:34])[CH2:29][CH2:28]1)=O. The catalyst is C1COCC1.CC#N. The product is [NH2:1][C:2]1[NH:7][C:6](=[O:8])[C:5]([CH2:9][NH:10][C:25]([C@H:27]2[CH2:28][CH2:29][C@H:30]([C:33]([O:35][CH3:36])=[O:34])[CH2:31][CH2:32]2)=[O:24])=[N:4][N:3]=1. The yield is 0.840. (4) The reactants are O=C1C2C(=CC=CC=2)C(=O)[N:3]1[O:12][C@H:13]1[CH2:17][CH2:16][C@H:15]([CH2:18][NH:19][C:20](=[O:26])[O:21][C:22]([CH3:25])([CH3:24])[CH3:23])[CH2:14]1.O.NN. No catalyst specified. The product is [NH2:3][O:12][C@H:13]1[CH2:17][CH2:16][C@H:15]([CH2:18][NH:19][C:20](=[O:26])[O:21][C:22]([CH3:24])([CH3:23])[CH3:25])[CH2:14]1. The yield is 0.440. (5) The reactants are Br[C:2]1[CH:7]=[CH:6][C:5]([CH2:8][C:9]([NH:11][C:12]2[CH:17]=[CH:16][CH:15]=[C:14]([C:18]([F:21])([F:20])[F:19])[CH:13]=2)=[O:10])=[CH:4][CH:3]=1.[B:22]1([B:22]2[O:26][C:25]([CH3:28])([CH3:27])[C:24]([CH3:30])([CH3:29])[O:23]2)[O:26][C:25]([CH3:28])([CH3:27])[C:24]([CH3:30])([CH3:29])[O:23]1.C([O-])(=O)C.[K+].C1(P(C2CCCCC2)C2CCCCC2)CCCCC1. The catalyst is O1CCOCC1.C(OCC)(=O)C.Cl[Pd](Cl)([P](C1C=CC=CC=1)(C1C=CC=CC=1)C1C=CC=CC=1)[P](C1C=CC=CC=1)(C1C=CC=CC=1)C1C=CC=CC=1. The product is [CH3:29][C:24]1([CH3:30])[C:25]([CH3:28])([CH3:27])[O:26][B:22]([C:2]2[CH:7]=[CH:6][C:5]([CH2:8][C:9]([NH:11][C:12]3[CH:17]=[CH:16][CH:15]=[C:14]([C:18]([F:21])([F:20])[F:19])[CH:13]=3)=[O:10])=[CH:4][CH:3]=2)[O:23]1. The yield is 0.885. (6) The reactants are [Cl:1][C:2]1[CH:7]=[C:6]([O:8][C:9]2[C:10]([CH3:17])=[N:11][C:12](I)=[CH:13][C:14]=2[CH3:15])[CH:5]=[CH:4][N:3]=1.[C:18]([NH2:21])(=[O:20])[CH3:19].C([O-])([O-])=O.[Cs+].[Cs+]. The catalyst is O1CCOCC1.C1C=CC(/C=C/C(/C=C/C2C=CC=CC=2)=O)=CC=1.C1C=CC(/C=C/C(/C=C/C2C=CC=CC=2)=O)=CC=1.C1C=CC(/C=C/C(/C=C/C2C=CC=CC=2)=O)=CC=1.[Pd].[Pd].CC(C1C=C(C(C)C)C(C2C=CC=CC=2P(C2CCCCC2)C2CCCCC2)=C(C(C)C)C=1)C. The product is [Cl:1][C:2]1[CH:7]=[C:6]([O:8][C:9]2[C:14]([CH3:15])=[CH:13][C:12]([NH:21][C:18](=[O:20])[CH3:19])=[N:11][C:10]=2[CH3:17])[CH:5]=[CH:4][N:3]=1. The yield is 0.510.